From a dataset of Full USPTO retrosynthesis dataset with 1.9M reactions from patents (1976-2016). Predict the reactants needed to synthesize the given product. (1) Given the product [CH3:1][C:2]1[CH:7]=[C:6]([CH3:8])[NH:5][C:4](=[O:9])[C:3]=1[CH2:10][NH:11][C:12]([C:14]1[C:15]2[CH:29]=[N:28][N:27]([CH:30]([CH3:32])[CH3:31])[C:16]=2[N:17]=[C:18]([N:20]2[CH2:25][CH2:24][CH:23]([OH:26])[CH2:22][CH2:21]2)[CH:19]=1)=[O:13], predict the reactants needed to synthesize it. The reactants are: [CH3:1][C:2]1[CH:7]=[C:6]([CH3:8])[NH:5][C:4](=[O:9])[C:3]=1[CH2:10][NH:11][C:12]([C:14]1[C:15]2[CH:29]=[N:28][N:27]([CH:30]([CH3:32])[CH3:31])[C:16]=2[N:17]=[C:18]([N:20]2[CH2:25][CH2:24][C:23](=[O:26])[CH2:22][CH2:21]2)[CH:19]=1)=[O:13].[BH4-].[Na+]. (2) Given the product [CH2:30]([O:29][C:27](=[O:28])[CH2:26][O:25][C:19]1[CH:20]=[CH:21][C:22]([Cl:24])=[CH:23][C:18]=1[C@@H:9]1[C:10]2[C:15](=[CH:14][CH:13]=[CH:12][CH:11]=2)[CH2:16][CH2:17][NH:8]1)[CH3:31], predict the reactants needed to synthesize it. The reactants are: C(OC([N:8]1[CH2:17][CH2:16][C:15]2[C:10](=[CH:11][CH:12]=[CH:13][CH:14]=2)[C@H:9]1[C:18]1[CH:23]=[C:22]([Cl:24])[CH:21]=[CH:20][C:19]=1[O:25][CH2:26][C:27]([O:29][CH2:30][CH3:31])=[O:28])=O)(C)(C)C. (3) Given the product [C:9]([S:12][C:14]1[CH:19]=[CH:18][C:17]([N+:20]([O-:22])=[O:21])=[CH:16][CH:15]=1)([CH3:11])([CH3:10])[CH3:8], predict the reactants needed to synthesize it. The reactants are: [H-].[Na+].CN(C)C=O.[CH3:8][C:9]([SH:12])([CH3:11])[CH3:10].F[C:14]1[CH:19]=[CH:18][C:17]([N+:20]([O-:22])=[O:21])=[CH:16][CH:15]=1. (4) Given the product [Cl:9][C:6]1[N:5]=[CH:4][N:3]=[C:2]([O:10][C:11]2[CH:37]=[CH:36][CH:35]=[CH:34][C:12]=2[CH2:13][NH:14][C:15]([NH:17][C:18]2[N:22]([C:23]3[CH:28]=[CH:27][C:26]([CH3:29])=[CH:25][CH:24]=3)[N:21]=[C:20]([C:30]([CH3:32])([CH3:33])[CH3:31])[CH:19]=2)=[O:16])[C:7]=1[CH3:8], predict the reactants needed to synthesize it. The reactants are: Cl[C:2]1[C:7]([CH3:8])=[C:6]([Cl:9])[N:5]=[CH:4][N:3]=1.[OH:10][C:11]1[CH:37]=[CH:36][CH:35]=[CH:34][C:12]=1[CH2:13][NH:14][C:15]([NH:17][C:18]1[N:22]([C:23]2[CH:28]=[CH:27][C:26]([CH3:29])=[CH:25][CH:24]=2)[N:21]=[C:20]([C:30]([CH3:33])([CH3:32])[CH3:31])[CH:19]=1)=[O:16].[OH-].[Na+].[Cl-].[NH4+]. (5) Given the product [Br:1][C:2]1[N:6]=[C:5]([C:7]([NH2:13])=[O:9])[NH:4][N:3]=1, predict the reactants needed to synthesize it. The reactants are: [Br:1][C:2]1[N:6]=[C:5]([C:7]([O:9]C)=O)[NH:4][N:3]=1.CO.[NH3:13]. (6) Given the product [CH2:1]([O:8][C:9]1[CH:14]=[C:13]([F:15])[CH:12]=[CH:11][C:10]=1[C:16]1[C:21]([F:22])=[CH:20][N:19]=[C:18]([NH:37][C:36]2[CH:38]=[CH:39][CH:40]=[C:34]([CH2:33][S:30]([CH:24]3[CH2:25][CH2:26][CH2:27][CH2:28][CH2:29]3)(=[O:32])=[O:31])[CH:35]=2)[N:17]=1)[C:2]1[CH:7]=[CH:6][CH:5]=[CH:4][CH:3]=1, predict the reactants needed to synthesize it. The reactants are: [CH2:1]([O:8][C:9]1[CH:14]=[C:13]([F:15])[CH:12]=[CH:11][C:10]=1[C:16]1[C:21]([F:22])=[CH:20][N:19]=[C:18](Cl)[N:17]=1)[C:2]1[CH:7]=[CH:6][CH:5]=[CH:4][CH:3]=1.[CH:24]1([S:30]([CH2:33][C:34]2[CH:35]=[C:36]([CH:38]=[CH:39][CH:40]=2)[NH2:37])(=[O:32])=[O:31])[CH2:29][CH2:28][CH2:27][CH2:26][CH2:25]1.